Task: Predict the product of the given reaction.. Dataset: Forward reaction prediction with 1.9M reactions from USPTO patents (1976-2016) (1) Given the reactants FC(F)(F)C(O)=O.[CH2:8]([NH2:13])[CH2:9][CH2:10][CH2:11][CH3:12].[NH2:14][C:15]1[N:20]=[C:19](C2C(C)=C(S([O-])(=O)=O)C(C)=CC=2C)[C:18]([CH2:34][C:35]2[CH:40]=[CH:39][C:38]([O:41][CH2:42][CH2:43][CH2:44][O:45][Si:46]([C:49]([CH3:52])([CH3:51])[CH3:50])([CH3:48])[CH3:47])=[CH:37][C:36]=2[O:53][CH3:54])=[C:17]([CH3:55])[N:16]=1, predict the reaction product. The product is: [Si:46]([O:45][CH2:44][CH2:43][CH2:42][O:41][C:38]1[CH:39]=[CH:40][C:35]([CH2:34][C:18]2[C:19]([NH:13][CH2:8][CH2:9][CH2:10][CH2:11][CH3:12])=[N:20][C:15]([NH2:14])=[N:16][C:17]=2[CH3:55])=[C:36]([O:53][CH3:54])[CH:37]=1)([C:49]([CH3:52])([CH3:50])[CH3:51])([CH3:48])[CH3:47]. (2) Given the reactants [CH2:1]([O:3][C:4]([C:6]1[S:10][C:9]([CH2:11][NH:12][CH:13]=O)=[N:8][CH:7]=1)=[O:5])[CH3:2].P(Cl)(Cl)(Cl)=O.Cl, predict the reaction product. The product is: [CH2:1]([O:3][C:4]([C:6]1[S:10][C:9]2=[CH:11][N:12]=[CH:13][N:8]2[CH:7]=1)=[O:5])[CH3:2]. (3) Given the reactants C1N2CN3CN(C2)CN1C3.C1CCN2C(=NCCC2)CC1.[C:22]([O:26][C:27](=[O:49])[CH2:28][C@H:29]([C:39]1[O:40][CH2:41][C@@H:42]([C:44]([O:46][CH2:47][CH3:48])=[O:45])[N:43]=1)[CH2:30][CH2:31][CH2:32][CH:33]1[CH2:38][CH2:37][CH2:36][CH2:35][CH2:34]1)([CH3:25])([CH3:24])[CH3:23], predict the reaction product. The product is: [C:22]([O:26][C:27](=[O:49])[CH2:28][C@H:29]([C:39]1[O:40][CH:41]=[C:42]([C:44]([O:46][CH2:47][CH3:48])=[O:45])[N:43]=1)[CH2:30][CH2:31][CH2:32][CH:33]1[CH2:38][CH2:37][CH2:36][CH2:35][CH2:34]1)([CH3:25])([CH3:24])[CH3:23]. (4) Given the reactants [C:9](O[C:9]([O:11][C:12]([CH3:15])([CH3:14])[CH3:13])=[O:10])([O:11][C:12]([CH3:15])([CH3:14])[CH3:13])=[O:10].[N:16]1[CH:25]=[CH:24][CH:23]=[C:22]2[C:17]=1[C:18]1[N:28]3[CH2:29][CH2:30][NH:31][C:27]3=[N:26][C:19]=1[CH:20]=[N:21]2.O, predict the reaction product. The product is: [N:16]1[CH:25]=[CH:24][CH:23]=[C:22]2[C:17]=1[C:18]1[N:28]3[CH2:29][CH2:30][N:31]([C:9]([O:11][C:12]([CH3:13])([CH3:14])[CH3:15])=[O:10])[C:27]3=[N:26][C:19]=1[CH:20]=[N:21]2. (5) Given the reactants [OH:1][C:2]([CH3:35])([CH3:34])[CH2:3][C@@:4]1([C:28]2[CH:33]=[CH:32][CH:31]=[CH:30][CH:29]=2)[O:9][C:8](=[O:10])[N:7]([C@H:11]([C:13]2[CH:18]=[CH:17][C:16](B3OC(C)(C)C(C)(C)O3)=[CH:15][CH:14]=2)[CH3:12])[CH2:6][CH2:5]1.Cl[C:37]1[N:38]=[N:39][C:40]([CH3:43])=[CH:41][CH:42]=1, predict the reaction product. The product is: [OH:1][C:2]([CH3:34])([CH3:35])[CH2:3][C@@:4]1([C:28]2[CH:33]=[CH:32][CH:31]=[CH:30][CH:29]=2)[O:9][C:8](=[O:10])[N:7]([C@H:11]([C:13]2[CH:14]=[CH:15][C:16]([C:37]3[N:38]=[N:39][C:40]([CH3:43])=[CH:41][CH:42]=3)=[CH:17][CH:18]=2)[CH3:12])[CH2:6][CH2:5]1. (6) Given the reactants [CH:1]([C:3]1[CH:12]=[CH:11][CH:10]=[C:9]2[C:4]=1[CH2:5][CH2:6][C:7]1[N:8]2[CH:13]=[N:14][C:15]=1/[CH:16]=[C:17]1/[C:18](=[O:30])[N:19]([C:23]([O:25][C:26]([CH3:29])([CH3:28])[CH3:27])=[O:24])[CH2:20][CH2:21][CH2:22]/1)=[CH2:2], predict the reaction product. The product is: [CH2:1]([C:3]1[CH:12]=[CH:11][CH:10]=[C:9]2[C:4]=1[CH2:5][CH2:6][C:7]1[N:8]2[CH:13]=[N:14][C:15]=1[CH2:16][CH:17]1[CH2:22][CH2:21][CH2:20][N:19]([C:23]([O:25][C:26]([CH3:29])([CH3:28])[CH3:27])=[O:24])[C:18]1=[O:30])[CH3:2]. (7) Given the reactants FC1(F)C2C(=CC=CC=2[C@@H]([OH:13])C)N(CC2C=CN=CC=2F)C1=O.[Si:24]([O:31][CH2:32][C:33]1[CH:38]=[CH:37][C:36]([C:39]([F:42])([F:41])[F:40])=[CH:35][N:34]=1)([C:27]([CH3:30])([CH3:29])[CH3:28])([CH3:26])[CH3:25], predict the reaction product. The product is: [Si:24]([O:31][CH2:32][C:33]1[CH:38]=[CH:37][C:36]([C:39]([F:40])([F:42])[F:41])=[CH:35][N+:34]=1[O-:13])([C:27]([CH3:30])([CH3:29])[CH3:28])([CH3:26])[CH3:25]. (8) Given the reactants Br[CH2:2][CH2:3][CH2:4][CH2:5][CH2:6][CH2:7][CH2:8][CH2:9][CH:10]=[CH2:11].[Mg].C[O:14]C[NH-].[C:17](O)(=O)[CH2:18][CH2:19][CH2:20][CH2:21][CH2:22][CH:23]=[CH2:24], predict the reaction product. The product is: [CH2:11]=[CH:10][CH2:9][CH2:8][CH2:7][CH2:6][CH2:5][C:4](=[O:14])[CH2:3][CH2:2][CH2:24][CH2:23][CH2:22][CH2:21][CH2:20][CH2:19][CH:18]=[CH2:17].